Regression. Given a peptide amino acid sequence and an MHC pseudo amino acid sequence, predict their binding affinity value. This is MHC class I binding data. From a dataset of Peptide-MHC class I binding affinity with 185,985 pairs from IEDB/IMGT. (1) The peptide sequence is GEYKSYCKL. The MHC is HLA-B40:02 with pseudo-sequence HLA-B40:02. The binding affinity (normalized) is 0.574. (2) The peptide sequence is STDTRHIPQ. The MHC is HLA-A11:01 with pseudo-sequence HLA-A11:01. The binding affinity (normalized) is 0.0847. (3) The peptide sequence is RTRGGVAAA. The MHC is HLA-B15:17 with pseudo-sequence HLA-B15:17. The binding affinity (normalized) is 0.0847. (4) The peptide sequence is ISVNNVCHMY. The MHC is HLA-A31:01 with pseudo-sequence HLA-A31:01. The binding affinity (normalized) is 0.0636. (5) The peptide sequence is ITLDTMDDMK. The MHC is HLA-A33:01 with pseudo-sequence HLA-A33:01. The binding affinity (normalized) is 0. (6) The peptide sequence is IDMSHFIKEK. The MHC is Mamu-B8301 with pseudo-sequence YSEMYEQNSARTDVDTLYITYRDYTWAAQAYRSY. The binding affinity (normalized) is 0.461.